Task: Predict the reaction yield, written as a fraction of the theoretical maximum amount of product (1.0 means a 100% yield; for example, 0.34 means a 34% yield).. Dataset: Reaction yield outcomes from USPTO patents with 853,638 reactions (1) The reactants are [C:1]([O:8][CH3:9])(=[O:7])/[CH:2]=[CH:3]/[C:4]([OH:6])=[O:5].O[CH2:11][NH:12][C:13](=[O:16])[CH2:14]Cl.CN1[C:22](=[O:23])CCC1. No catalyst specified. The product is [C:4]([O:6][CH2:14][C:13](=[O:16])[N:12]([O:23][CH3:22])[CH3:11])(=[O:5])/[CH:3]=[CH:2]/[C:1]([O:8][CH3:9])=[O:7]. The yield is 0.610. (2) The reactants are C[O:2][C:3](=[O:34])[C@H:4]([CH2:13][C:14]1[CH:19]=[CH:18][CH:17]=[C:16]([O:20][CH2:21][C:22]([C:24]2[CH:33]=[CH:32][C:31]3[C:26](=[CH:27][CH:28]=[CH:29][CH:30]=3)[CH:25]=2)=O)[CH:15]=1)[NH:5][C:6]([O:8][C:9]([CH3:12])([CH3:11])[CH3:10])=[O:7]. The catalyst is CO.[H][H].[C+4].[OH-].[Pd+2].[OH-].[OH-].[OH-].[OH-].[OH-]. The product is [C:9]([O:8][C:6]([NH:5][C@H:4]([C:3]([OH:34])=[O:2])[CH2:13][C:14]1[CH:19]=[CH:18][CH:17]=[C:16]([O:20][CH2:21][CH2:22][C:24]2[CH:33]=[CH:32][C:31]3[C:26](=[CH:27][CH:28]=[CH:29][CH:30]=3)[CH:25]=2)[CH:15]=1)=[O:7])([CH3:12])([CH3:10])[CH3:11]. The yield is 0.340. (3) The reactants are OC1C=C(SCC[CH2:11][C:12]([OH:14])=[O:13])C=CC=1.[SH:15][C:16]1[CH:17]=[C:18]([OH:22])[CH:19]=[CH:20][CH:21]=1.C(=O)([O-])[O-].[K+].[K+].BrCC(OCC)=O. No catalyst specified. The product is [OH:22][C:18]1[CH:17]=[C:16]([S:15][CH2:11][C:12]([OH:14])=[O:13])[CH:21]=[CH:20][CH:19]=1. The yield is 0.700. (4) The reactants are Cl[C:2]1[N:3]=[N:4][C:5]2[C:6]3[CH:15]=[CH:14][CH:13]=[CH:12][C:7]=3[CH2:8][CH2:9][C:10]=2[CH:11]=1.[N:16]1[CH:21]=[CH:20][CH:19]=[N:18][C:17]=1[N:22]1[CH2:27][CH2:26][NH:25][CH2:24][CH2:23]1.Cl.[NH4+]. No catalyst specified. The product is [N:16]1[CH:21]=[CH:20][CH:19]=[N:18][C:17]=1[N:22]1[CH2:27][CH2:26][N:25]([C:2]2[N:3]=[N:4][C:5]3[C:6]4[CH:15]=[CH:14][CH:13]=[CH:12][C:7]=4[CH2:8][CH2:9][C:10]=3[CH:11]=2)[CH2:24][CH2:23]1. The yield is 0.870. (5) The reactants are [N:1]1([C:7]([O:9][C:10]([CH3:13])([CH3:12])[CH3:11])=[O:8])[CH2:6][CH2:5][NH:4][CH2:3][CH2:2]1.[CH:14]([C:16]([CH3:18])=[O:17])=[CH2:15]. The catalyst is C1COCC1. The product is [O:17]=[C:16]([CH3:18])[CH2:14][CH2:15][N:4]1[CH2:5][CH2:6][N:1]([C:7]([O:9][C:10]([CH3:13])([CH3:12])[CH3:11])=[O:8])[CH2:2][CH2:3]1. The yield is 0.870. (6) The reactants are [Br:1][C:2]1[CH:10]=[C:9]([CH3:11])[CH:8]=[C:7]2[C:3]=1[CH:4]=[N:5][NH:6]2.[CH2:12]1[CH2:17][O:16][CH:15]=[CH:14][CH2:13]1.CC1C=CC(S(O)(=O)=O)=CC=1.O. The catalyst is C1COCC1. The product is [Br:1][C:2]1[CH:10]=[C:9]([CH3:11])[CH:8]=[C:7]2[C:3]=1[CH:4]=[N:5][N:6]2[CH:15]1[CH2:14][CH2:13][CH2:12][CH2:17][O:16]1. The yield is 0.900. (7) The reactants are C(N(CC)C(C)C)(C)C.[C:10]1([CH2:16][O:17][C:18]([NH:20][C:21]2([C:27]([NH:29][C@H:30]([CH2:34][OH:35])[CH:31]([CH3:33])[CH3:32])=[O:28])[CH2:26][CH2:25][CH2:24][CH2:23][CH2:22]2)=[O:19])[CH:15]=[CH:14][CH:13]=[CH:12][CH:11]=1. The catalyst is CS(C)=O.C(Cl)Cl. The product is [C:10]1([CH2:16][O:17][C:18]([NH:20][C:21]2([C:27]([NH:29][C@H:30]([CH:34]=[O:35])[CH:31]([CH3:33])[CH3:32])=[O:28])[CH2:26][CH2:25][CH2:24][CH2:23][CH2:22]2)=[O:19])[CH:15]=[CH:14][CH:13]=[CH:12][CH:11]=1. The yield is 0.770.